This data is from Catalyst prediction with 721,799 reactions and 888 catalyst types from USPTO. The task is: Predict which catalyst facilitates the given reaction. (1) Reactant: [Br:1][C:2]1[CH:11]=[C:10]([CH2:12]Br)[CH:9]=[CH:8][C:3]=1[C:4]([O:6][CH3:7])=[O:5].[CH3:14][NH2:15].C([O-])([O-])=O.[K+].[K+]. Product: [Br:1][C:2]1[CH:11]=[C:10]([CH2:12][NH:15][CH3:14])[CH:9]=[CH:8][C:3]=1[C:4]([O:6][CH3:7])=[O:5]. The catalyst class is: 1. (2) Reactant: [P:1]([O-:5])([O-:4])([OH:3])=[O:2].[Na+:6].[Na+]. Product: [P:1]([O-:5])([O-:4])([OH:3])=[O:2].[Na+:6].[Na+:6].[P:1](=[O:2])([OH:5])([OH:4])[OH:3]. The catalyst class is: 6. (3) Reactant: [CH2:1]([O:8][C:9]1[C:10]([CH2:20][CH:21]([C:23]2[CH:28]=[CH:27][CH:26]=[C:25]([C:29]3[S:30][C:31]([CH3:34])=[CH:32][CH:33]=3)[CH:24]=2)[NH2:22])=[CH:11][C:12]([Cl:19])=[C:13]2[C:18]=1[N:17]=[CH:16][CH:15]=[CH:14]2)[C:2]1[CH:7]=[CH:6][CH:5]=[CH:4][CH:3]=1.[Cl:35][C:36]1[CH:48]=[CH:47][C:39]([O:40][C:41]([CH3:46])([CH3:45])[C:42](Cl)=[O:43])=[CH:38][CH:37]=1.[Si](I)(C)(C)C. Product: [CH2:1]([O:8][C:9]1[C:10]([CH2:20][CH:21]([NH:22][C:42](=[O:43])[C:41]([O:40][C:39]2[CH:47]=[CH:48][C:36]([Cl:35])=[CH:37][CH:38]=2)([CH3:46])[CH3:45])[C:23]2[CH:28]=[CH:27][CH:26]=[C:25]([C:29]3[S:30][C:31]([CH3:34])=[CH:32][CH:33]=3)[CH:24]=2)=[CH:11][C:12]([Cl:19])=[C:13]2[C:18]=1[N:17]=[CH:16][CH:15]=[CH:14]2)[C:2]1[CH:7]=[CH:6][CH:5]=[CH:4][CH:3]=1.[Cl:19][C:12]1[CH:11]=[C:10]([CH2:20][CH:21]([NH:22][C:42](=[O:43])[C:41]([O:40][C:39]2[CH:47]=[CH:48][C:36]([Cl:35])=[CH:37][CH:38]=2)([CH3:46])[CH3:45])[C:23]2[CH:28]=[CH:27][CH:26]=[C:25]([C:29]3[S:30][C:31]([CH3:34])=[CH:32][CH:33]=3)[CH:24]=2)[C:9]([OH:8])=[C:18]2[C:13]=1[CH:14]=[CH:15][CH:16]=[N:17]2. The catalyst class is: 13. (4) Reactant: [NH:1]1[C:10]2[C:5](=[CH:6][CH:7]=[CH:8][CH:9]=2)[CH2:4][CH2:3][C:2]1=[O:11].C([C:14]([O:16][CH2:17][CH3:18])=[O:15])#N.[CH:19]([N-]C(C)C)(C)C.[Li+]. Product: [CH3:19][N:1]1[C:10]2[C:5](=[CH:6][CH:7]=[CH:8][CH:9]=2)[CH2:4][CH:3]([C:14]([O:16][CH2:17][CH3:18])=[O:15])[C:2]1=[O:11]. The catalyst class is: 1. (5) Product: [CH3:1][O:2][C:3]1[CH:4]=[C:5]2[C:6](=[CH:7][CH:8]=1)[C:12](=[O:14])[NH:11][CH2:10][CH2:9]2. The catalyst class is: 6. Reactant: [CH3:1][O:2][C:3]1[CH:4]=[C:5]([CH2:9][CH2:10][NH:11][C:12](=[O:14])[O-])[CH:6]=[CH:7][CH:8]=1.[OH-].[Na+]. (6) Reactant: F[C:2]1[CH:7]=[C:6]([C:8]2[C:9]([CH3:15])=[N:10][CH:11]=[C:12]([NH2:14])[CH:13]=2)[CH:5]=[C:4]([F:16])[N:3]=1.C(=O)([O-])[O-].[K+].[K+].[NH2:23][CH2:24][CH2:25][OH:26]. Product: [NH2:14][C:12]1[CH:13]=[C:8]([C:6]2[CH:5]=[C:4]([F:16])[N:3]=[C:2]([NH:23][CH2:24][CH2:25][OH:26])[CH:7]=2)[C:9]([CH3:15])=[N:10][CH:11]=1. The catalyst class is: 16. (7) Reactant: [C:1]([NH:9][CH2:10][C@@H:11]([C:33]([O:35]C)=[O:34])[NH:12][C:13](=[O:32])[C:14]1[CH:19]=[CH:18][C:17]([C:20]([NH:22][CH2:23][C:24]2[CH:29]=[CH:28][CH:27]=[C:26]([OH:30])[CH:25]=2)=[O:21])=[CH:16][C:15]=1[Cl:31])(=[O:8])[C:2]1[CH:7]=[CH:6][CH:5]=[CH:4][CH:3]=1.[OH-].[Li+]. Product: [C:1]([NH:9][CH2:10][C@@H:11]([C:33]([OH:35])=[O:34])[NH:12][C:13](=[O:32])[C:14]1[CH:19]=[CH:18][C:17]([C:20]([NH:22][CH2:23][C:24]2[CH:29]=[CH:28][CH:27]=[C:26]([OH:30])[CH:25]=2)=[O:21])=[CH:16][C:15]=1[Cl:31])(=[O:8])[C:2]1[CH:7]=[CH:6][CH:5]=[CH:4][CH:3]=1. The catalyst class is: 193.